From a dataset of Forward reaction prediction with 1.9M reactions from USPTO patents (1976-2016). Predict the product of the given reaction. (1) Given the reactants Cl.[NH2:2][CH2:3][CH2:4][O:5][CH2:6][CH2:7][O:8][CH2:9][CH2:10][O:11][CH2:12][CH2:13][OH:14].C(=O)([O-])[O-].[Na+].[Na+].[C:21](O[C:21]([O:23][C:24]([CH3:27])([CH3:26])[CH3:25])=[O:22])([O:23][C:24]([CH3:27])([CH3:26])[CH3:25])=[O:22], predict the reaction product. The product is: [C:24]([O:23][C:21](=[O:22])[NH:2][CH2:3][CH2:4][O:5][CH2:6][CH2:7][O:8][CH2:9][CH2:10][O:11][CH2:12][CH2:13][OH:14])([CH3:27])([CH3:26])[CH3:25]. (2) Given the reactants C(N(C(C)C)CC)(C)C.O.O.[C:12]([O:16][C:17]([N:19]1[CH2:24][CH2:23][N:22]([CH2:25][C:26]([OH:28])=O)[CH2:21][CH2:20]1)=[O:18])([CH3:15])([CH3:14])[CH3:13].CN(C(ON1N=NC2C=CC=NC1=2)=[N+](C)C)C.F[P-](F)(F)(F)(F)F.[CH2:53]([NH:55][CH:56]1[CH2:61][CH2:60][N:59]([C:62]([O:64][CH2:65][C:66]2[CH:71]=[CH:70][CH:69]=[CH:68][CH:67]=2)=[O:63])[CH2:58][CH2:57]1)[CH3:54], predict the reaction product. The product is: [CH2:65]([O:64][C:62]([N:59]1[CH2:60][CH2:61][CH:56]([N:55]([CH2:53][CH3:54])[C:26](=[O:28])[CH2:25][N:22]2[CH2:21][CH2:20][N:19]([C:17]([O:16][C:12]([CH3:13])([CH3:14])[CH3:15])=[O:18])[CH2:24][CH2:23]2)[CH2:57][CH2:58]1)=[O:63])[C:66]1[CH:71]=[CH:70][CH:69]=[CH:68][CH:67]=1. (3) Given the reactants [CH3:1][O:2][C:3]([C:5]1[C:13]([NH:14][C:15]2[CH:20]=[CH:19][CH:18]=[CH:17][C:16]=2[CH3:21])=[C:12]([F:22])[C:8]2[NH:9][CH:10]=[N:11][C:7]=2[CH:6]=1)=[O:4].CO.C1C(=O)N([I:32])C(=O)C1.CC1C=CC(S(O)(=O)=O)=CC=1.O, predict the reaction product. The product is: [CH3:1][O:2][C:3]([C:5]1[C:13]([NH:14][C:15]2[CH:20]=[CH:19][C:18]([I:32])=[CH:17][C:16]=2[CH3:21])=[C:12]([F:22])[C:8]2[NH:9][CH:10]=[N:11][C:7]=2[CH:6]=1)=[O:4]. (4) The product is: [CH2:1]([C:5]([CH2:10][CH2:11][CH2:12][CH3:13])([CH2:6][O:7][CH3:14])[CH2:8][OH:9])[CH2:2][CH2:3][CH3:4]. Given the reactants [CH2:1]([C:5]([CH2:10][CH2:11][CH2:12][CH3:13])([CH2:8][OH:9])[CH2:6][OH:7])[CH2:2][CH2:3][CH3:4].[CH3:14]I, predict the reaction product. (5) Given the reactants Br[CH2:2][CH2:3][CH2:4][CH2:5][CH2:6][C:7]1[C:13]2[CH:14]=[CH:15][C:16]([OH:18])=[CH:17][C:12]=2[CH2:11][CH2:10][CH2:9][C:8]=1[C:19]1[CH:24]=[CH:23][CH:22]=[CH:21][CH:20]=1.[CH3:25][NH:26][CH2:27][CH2:28][CH2:29][S:30][CH2:31][CH2:32][CH2:33][C:34]([F:40])([F:39])[C:35]([F:38])([F:37])[F:36], predict the reaction product. The product is: [CH3:25][N:26]([CH2:27][CH2:28][CH2:29][S:30][CH2:31][CH2:32][CH2:33][C:34]([F:40])([F:39])[C:35]([F:38])([F:37])[F:36])[CH2:2][CH2:3][CH2:4][CH2:5][CH2:6][C:7]1[C:13]2[CH:14]=[CH:15][C:16]([OH:18])=[CH:17][C:12]=2[CH2:11][CH2:10][CH2:9][C:8]=1[C:19]1[CH:24]=[CH:23][CH:22]=[CH:21][CH:20]=1.